This data is from Full USPTO retrosynthesis dataset with 1.9M reactions from patents (1976-2016). The task is: Predict the reactants needed to synthesize the given product. (1) Given the product [F:25][C:24]1[CH:23]=[N:22][C:21]2[NH:3][C:4]3[CH:5]=[CH:6][CH:7]=[C:8]([N:9]=3)[CH2:10][CH2:11][C:12]3[CH:13]=[C:14]([NH:18][C:19]=1[N:20]=2)[CH:15]=[CH:16][CH:17]=3, predict the reactants needed to synthesize it. The reactants are: Cl.Cl.[NH2:3][C:4]1[N:9]=[C:8]([CH2:10][CH2:11][C:12]2[CH:13]=[C:14]([NH:18][C:19]3[C:24]([F:25])=[CH:23][N:22]=[C:21](Cl)[N:20]=3)[CH:15]=[CH:16][CH:17]=2)[CH:7]=[CH:6][CH:5]=1.C(N(CC)CC)C.CC1(C)C2C=CC=C(P(C3C=CC=CC=3)C3C=CC=CC=3)C=2OC2C1=CC=CC=2P(C1C=CC=CC=1)C1C=CC=CC=1.C(=O)([O-])[O-].[Cs+].[Cs+]. (2) Given the product [NH2:26][CH:22]1[CH2:23][CH2:24][CH2:25][N:20]([CH2:19]/[CH:18]=[CH:17]/[C:4]2[C:5]3[C:6]4[CH:16]=[CH:15][S:14][C:7]=4[C:8](=[O:13])[NH:9][C:10]=3[CH:11]=[CH:12][C:3]=2[OH:2])[CH2:21]1, predict the reactants needed to synthesize it. The reactants are: C[O:2][C:3]1[CH:12]=[CH:11][C:10]2[NH:9][C:8](=[O:13])[C:7]3[S:14][CH:15]=[CH:16][C:6]=3[C:5]=2[C:4]=1/[CH:17]=[CH:18]/[CH2:19][N:20]1[CH2:25][CH2:24][CH2:23][CH:22]([NH:26]C(=O)OC(C)(C)C)[CH2:21]1.BrB(Br)Br. (3) Given the product [CH3:16][S:17]([O:5][CH2:4][C@@H:3]([O:2][CH3:1])[CH3:6])(=[O:19])=[O:18], predict the reactants needed to synthesize it. The reactants are: [CH3:1][O:2][C@@H:3]([CH3:6])[CH2:4][OH:5].CCN(C(C)C)C(C)C.[CH3:16][S:17](Cl)(=[O:19])=[O:18]. (4) Given the product [C:1]([O:5][C:6](=[O:15])[NH:7][CH2:8][C:9](=[O:14])[C:21]1[CH:26]=[CH:25][CH:24]=[CH:23][CH:22]=1)([CH3:2])([CH3:3])[CH3:4], predict the reactants needed to synthesize it. The reactants are: [C:1]([O:5][C:6](=[O:15])[NH:7][CH2:8][C:9](=[O:14])NCOC)([CH3:4])([CH3:3])[CH3:2].C([Mg]Cl)(C)C.[C:21]1([Mg]Cl)[CH:26]=[CH:25][CH:24]=[CH:23][CH:22]=1.C(O)(=O)C. (5) Given the product [NH2:27][C:20]1[CH2:21][O:22][CH2:23][CH:24]2[C:18]([C:3]3[CH:4]=[C:5]([NH:8][C:9]([C:11]4[CH:16]=[CH:15][C:14]([Cl:17])=[CH:13][N:12]=4)=[O:10])[CH:6]=[CH:7][C:2]=3[F:1])([CH2:25]2)[N:19]=1, predict the reactants needed to synthesize it. The reactants are: [F:1][C:2]1[CH:7]=[CH:6][C:5]([NH:8][C:9]([C:11]2[CH:16]=[CH:15][C:14]([Cl:17])=[CH:13][N:12]=2)=[O:10])=[CH:4][C:3]=1[C:18]12[CH2:25][CH:24]1[CH2:23][O:22][CH2:21][C:20](=S)[NH:19]2.[NH3:27].C(OO)(C)(C)C. (6) Given the product [OH:1][C:2]1[C:3]([CH3:18])=[C:4]2[C:9](=[C:10]([CH3:13])[C:11]=1[CH3:12])[O:8][C@:7]([CH3:17])([C:14]([NH:34][CH2:33][CH2:31][OH:32])=[O:16])[CH2:6][CH2:5]2, predict the reactants needed to synthesize it. The reactants are: [OH:1][C:2]1[C:3]([CH3:18])=[C:4]2[C:9](=[C:10]([CH3:13])[C:11]=1[CH3:12])[O:8][C:7]([CH3:17])([C:14]([OH:16])=O)[CH2:6][CH2:5]2.C1N=CN(C(N2C=NC=C2)=O)C=1.[CH2:31]([CH2:33][NH2:34])[OH:32].